Task: Predict the reactants needed to synthesize the given product.. Dataset: Full USPTO retrosynthesis dataset with 1.9M reactions from patents (1976-2016) Given the product [CH2:1]([N:3]1[C:7]([CH2:8][C:9]2[C:17]3[C:12](=[N:13][CH:14]=[CH:15][CH:16]=3)[NH:11][CH:10]=2)=[CH:6][C:5]([NH:20][CH2:21][C:22]2[CH:23]=[CH:24][C:25]([F:28])=[CH:26][CH:27]=2)=[N:4]1)[CH3:2], predict the reactants needed to synthesize it. The reactants are: [CH2:1]([N:3]1[C:7]([CH:8](OC)[C:9]2[C:17]3[C:12](=[N:13][CH:14]=[CH:15][CH:16]=3)[NH:11][CH:10]=2)=[CH:6][C:5]([NH:20][CH2:21][C:22]2[CH:27]=[CH:26][C:25]([F:28])=[CH:24][CH:23]=2)=[N:4]1)[CH3:2].C(#N)C.C([SiH](CC)CC)C.FC(F)(F)C(O)=O.C(=O)([O-])[O-].[K+].[K+].